This data is from Full USPTO retrosynthesis dataset with 1.9M reactions from patents (1976-2016). The task is: Predict the reactants needed to synthesize the given product. (1) The reactants are: CCOP(OCC)([CH2:6][C:7]#[N:8])=O.CC(C)([O-])C.[K+].O=[C:19]1[CH2:22][N:21]([C:23]([O:25][C:26]([CH3:29])([CH3:28])[CH3:27])=[O:24])[CH2:20]1. Given the product [C:7]([CH:6]=[C:19]1[CH2:22][N:21]([C:23]([O:25][C:26]([CH3:29])([CH3:28])[CH3:27])=[O:24])[CH2:20]1)#[N:8], predict the reactants needed to synthesize it. (2) Given the product [F:1][C:2]1[CH:7]=[CH:6][CH:5]=[CH:4][C:3]=1[CH:8]([C:13]1[C:21]2[C:16](=[CH:17][C:18]([N:22]3[CH2:23][CH2:24][O:25][CH2:26][CH2:27]3)=[CH:19][CH:20]=2)[NH:15][CH:14]=1)[CH2:9][NH2:10], predict the reactants needed to synthesize it. The reactants are: [F:1][C:2]1[CH:7]=[CH:6][CH:5]=[CH:4][C:3]=1[CH:8]([C:13]1[C:21]2[C:16](=[CH:17][C:18]([N:22]3[CH2:27][CH2:26][O:25][CH2:24][CH2:23]3)=[CH:19][CH:20]=2)[NH:15][CH:14]=1)[CH2:9][N+:10]([O-])=O.[H][H].